Predict the product of the given reaction. From a dataset of Forward reaction prediction with 1.9M reactions from USPTO patents (1976-2016). (1) Given the reactants [OH-].[Na+].[CH3:3][C:4]1[CH:5]=[C:6]2[C:10](=[CH:11][CH:12]=1)[NH:9][CH:8]=[CH:7]2.[Br:13][C:14]1[CH:19]=[CH:18][CH:17]=[CH:16][C:15]=1[C:20]1[CH:25]=[CH:24][C:23]([CH2:26]OS(C)(=O)=O)=[CH:22][CH:21]=1, predict the reaction product. The product is: [Br:13][C:14]1[CH:19]=[CH:18][CH:17]=[CH:16][C:15]=1[C:20]1[CH:21]=[CH:22][C:23]([CH2:26][N:9]2[C:10]3[C:6](=[CH:5][C:4]([CH3:3])=[CH:12][CH:11]=3)[CH:7]=[CH:8]2)=[CH:24][CH:25]=1. (2) Given the reactants [F:1][C:2]1[CH:3]=[C:4]([CH:8]=[CH:9][C:10]=1[C:11]1[CH:12]=[N:13][C:14]2[N:15]([C:17]([C:20]3([C:23]4[CH:24]=[C:25]5[C:30](=[CH:31][CH:32]=4)[N:29]=[CH:28][CH:27]=[CH:26]5)[CH2:22][CH2:21]3)=[CH:18][N:19]=2)[CH:16]=1)[C:5]([OH:7])=O.CN.F[P-](F)(F)(F)(F)F.[N:42]1(O[P+](N(C)C)(N(C)C)N(C)C)[C:46]2C=CC=CC=2N=N1.C(N(CC)C(C)C)(C)C, predict the reaction product. The product is: [F:1][C:2]1[CH:3]=[C:4]([CH:8]=[CH:9][C:10]=1[C:11]1[CH:12]=[N:13][C:14]2[N:15]([C:17]([C:20]3([C:23]4[CH:24]=[C:25]5[C:30](=[CH:31][CH:32]=4)[N:29]=[CH:28][CH:27]=[CH:26]5)[CH2:22][CH2:21]3)=[CH:18][N:19]=2)[CH:16]=1)[C:5]([NH:42][CH3:46])=[O:7]. (3) The product is: [O:1]=[CH:2][CH2:3][CH2:4][NH:5][C:6]([C@H:8]1[C:13]([CH3:15])([CH3:14])[CH2:12][O:11][C:10]([CH3:17])([CH3:16])[O:9]1)=[O:7]. Given the reactants [OH:1][CH2:2][CH2:3][CH2:4][NH:5][C:6]([C@H:8]1[C:13]([CH3:15])([CH3:14])[CH2:12][O:11][C:10]([CH3:17])([CH3:16])[O:9]1)=[O:7].CC(OI1(OC(C)=O)(OC(C)=O)OC(=O)C2C=CC=CC1=2)=O, predict the reaction product. (4) Given the reactants [CH3:1][C:2]1[CH:10]=[CH:9][C:5]([C:6](Cl)=[O:7])=[CH:4][CH:3]=1.[C:11]([O:15][C:16](=[O:30])[NH:17][C@@H:18]1[C:24](=[O:25])[NH:23][C:22]2[CH:26]=[CH:27][CH:28]=[CH:29][C:21]=2[NH:20][CH2:19]1)([CH3:14])([CH3:13])[CH3:12].N1C=CC=CC=1, predict the reaction product. The product is: [C:11]([O:15][C:16](=[O:30])[NH:17][C@H:18]1[CH2:19][N:20]([C:6](=[O:7])[C:5]2[CH:9]=[CH:10][C:2]([CH3:1])=[CH:3][CH:4]=2)[C:21]2[CH:29]=[CH:28][CH:27]=[CH:26][C:22]=2[NH:23][C:24]1=[O:25])([CH3:14])([CH3:12])[CH3:13]. (5) Given the reactants Br[CH2:2][CH2:3][N:4]1[CH2:9][C:8]2[CH:10]=[CH:11][CH:12]=[CH:13][C:7]=2[N:6]([C:14]2[CH:19]=[CH:18][CH:17]=[CH:16][C:15]=2[F:20])[S:5]1(=[O:22])=[O:21].[CH3:23][NH2:24], predict the reaction product. The product is: [F:20][C:15]1[CH:16]=[CH:17][CH:18]=[CH:19][C:14]=1[N:6]1[C:7]2[CH:13]=[CH:12][CH:11]=[CH:10][C:8]=2[CH2:9][N:4]([CH2:3][CH2:2][NH:24][CH3:23])[S:5]1(=[O:22])=[O:21].